Dataset: Forward reaction prediction with 1.9M reactions from USPTO patents (1976-2016). Task: Predict the product of the given reaction. (1) Given the reactants CO[C:3](=[O:18])[C:4]1[CH:9]=[C:8]([C:10](=[O:12])[CH3:11])[C:7]([C:13]([F:16])([F:15])[F:14])=[CH:6][C:5]=1[NH2:17].CC[N:21]([CH2:24]C)CC.[CH3:26][S:27]([NH:30]N)(=[O:29])=[O:28].[OH-:32].[Na+].Cl, predict the reaction product. The product is: [C:10]([C:8]1[CH:9]=[C:4]2[C:5](=[CH:6][C:7]=1[C:13]([F:14])([F:15])[F:16])[NH:17][C:24](=[O:32])[N:21]([NH:30][S:27]([CH3:26])(=[O:29])=[O:28])[C:3]2=[O:18])(=[O:12])[CH3:11]. (2) Given the reactants [CH2:1]([NH:8][C:9](=[O:11])[O-:10])[C:2]1[CH:7]=[CH:6][CH:5]=[CH:4][CH:3]=1.[OH-].[Na+].ClN1C(C)(C)C(=O)N(Cl)[C:16]1=[O:17].CC[C@H]1[C@H]2C[C@H]([C@H](OC3[C:77]4[C:72](=[CH:73][CH:74]=[CH:75][CH:76]=4)[C:71](O[C@H]([C:71]4C=CN=[C:77]5[C:72]=4[CH:73]=[C:74](OC)[CH:75]=[CH:76]5)[C@@H]4N5C[C@H](CC)[C@@H](CC5)C4)=NN=3)[C:71]3C=CN=[C:77]4[C:72]=3[CH:73]=[C:74](OC)[CH:75]=[CH:76]4)N(CC2)C1.C(C1C=C([NH:91][C:92](=[O:98])[O:93][C:94]([CH3:97])([CH3:96])[CH3:95])C=CC=1)=C, predict the reaction product. The product is: [C:94]([O:93][C:92]([NH:91][C:4]1[CH:3]=[C:2]([C@H:1]([NH:8][C:9](=[O:10])[O:11][CH2:71][C:72]2[CH:73]=[CH:74][CH:75]=[CH:76][CH:77]=2)[CH2:16][OH:17])[CH:7]=[CH:6][CH:5]=1)=[O:98])([CH3:97])([CH3:96])[CH3:95]. (3) Given the reactants [NH2:1][C:2]1[C:7]([C:8]#[N:9])=[C:6](Br)[N:5]=[C:4]([NH:11]C(=O)C)[CH:3]=1.C([O-])([O-])=O.[Cs+].[Cs+].B(CC)(CC)[CH2:22][CH3:23], predict the reaction product. The product is: [NH2:1][C:2]1[C:7]([C:8]#[N:9])=[C:6]([CH2:22][CH3:23])[N:5]=[C:4]([NH2:11])[CH:3]=1.